This data is from Full USPTO retrosynthesis dataset with 1.9M reactions from patents (1976-2016). The task is: Predict the reactants needed to synthesize the given product. (1) Given the product [CH3:1][O:2][C:3]1[CH:32]=[C:31]([O:33][CH3:34])[CH:30]=[CH:29][C:4]=1[CH2:5][N:6]1[C:10]([C:11]2[C:19]3[C:14](=[N:15][CH:16]=[CH:17][CH:18]=3)[N:13]([CH2:20][C:21]3[CH:26]=[CH:25][CH:24]=[CH:23][C:22]=3[F:27])[N:12]=2)=[N:9][N:8]([CH3:35])[C:7]1=[O:28], predict the reactants needed to synthesize it. The reactants are: [CH3:1][O:2][C:3]1[CH:32]=[C:31]([O:33][CH3:34])[CH:30]=[CH:29][C:4]=1[CH2:5][N:6]1[C:10]([C:11]2[C:19]3[C:14](=[N:15][CH:16]=[CH:17][CH:18]=3)[N:13]([CH2:20][C:21]3[CH:26]=[CH:25][CH:24]=[CH:23][C:22]=3[F:27])[N:12]=2)=[N:9][NH:8][C:7]1=[O:28].[C:35](=O)([O-])[O-].[Cs+].[Cs+].IC.O. (2) Given the product [CH3:1][C:2]1[C:7]([CH3:8])=[CH:6][CH:5]=[CH:4][C:3]=1[CH:9]([CH3:13])[CH:10]=[O:11], predict the reactants needed to synthesize it. The reactants are: [CH3:1][C:2]1[C:7]([CH3:8])=[CH:6][CH:5]=[CH:4][C:3]=1[CH2:9][CH:10]1C[O:11]1.[C:13]([O-])(O)=O.[Na+]. (3) Given the product [CH2:16]([C@H:4]1[C@H:3]([CH3:18])[C@@H:2]([NH:1][C:20]2[CH:25]=[CH:24][C:23]([F:26])=[CH:22][N:21]=2)[C:11]2[C:6](=[CH:7][CH:8]=[C:9]([F:12])[CH:10]=2)[N:5]1[C:13](=[O:15])[CH3:14])[CH3:17], predict the reactants needed to synthesize it. The reactants are: [NH2:1][C@H:2]1[C:11]2[C:6](=[CH:7][CH:8]=[C:9]([F:12])[CH:10]=2)[N:5]([C:13](=[O:15])[CH3:14])[C@@H:4]([CH2:16][CH3:17])[C@@H:3]1[CH3:18].Br[C:20]1[CH:25]=[CH:24][C:23]([F:26])=[CH:22][N:21]=1.CC(C)([O-])C.[Na+].CN(C1C(C2C(P(C3CCCCC3)C3CCCCC3)=CC=CC=2)=CC=CC=1)C. (4) Given the product [CH3:22][O:23][C:24]1[CH:25]=[CH:26][C:27]([N:30]2[CH2:35][CH2:34][N:33]([CH2:20][CH2:19][CH2:18][C:9]3[CH:10]=[C:11]([C:12]4[CH:17]=[CH:16][CH:15]=[CH:14][CH:13]=4)[N:7]([C:1]4[CH:6]=[CH:5][CH:4]=[CH:3][CH:2]=4)[N:8]=3)[CH2:32][CH2:31]2)=[CH:28][CH:29]=1, predict the reactants needed to synthesize it. The reactants are: [C:1]1([N:7]2[C:11]([C:12]3[CH:17]=[CH:16][CH:15]=[CH:14][CH:13]=3)=[CH:10][C:9]([CH2:18][CH2:19][CH:20]=O)=[N:8]2)[CH:6]=[CH:5][CH:4]=[CH:3][CH:2]=1.[CH3:22][O:23][C:24]1[CH:29]=[CH:28][C:27]([N:30]2[CH2:35][CH2:34][NH:33][CH2:32][CH2:31]2)=[CH:26][CH:25]=1.CCN(C(C)C)C(C)C.[BH-](OC(C)=O)(OC(C)=O)OC(C)=O.[Na+]. (5) Given the product [C:33]([C:30]1[CH:31]=[CH:32][C:27]([CH2:26][NH:25][C:24](=[O:23])[NH:1][CH2:2][C:3]2[CH:4]=[C:5]([F:15])[C:6]([NH:10][S:11]([CH3:14])(=[O:13])=[O:12])=[C:7]([F:9])[CH:8]=2)=[CH:28][CH:29]=1)([CH3:36])([CH3:34])[CH3:35], predict the reactants needed to synthesize it. The reactants are: [NH2:1][CH2:2][C:3]1[CH:8]=[C:7]([F:9])[C:6]([NH:10][S:11]([CH3:14])(=[O:13])=[O:12])=[C:5]([F:15])[CH:4]=1.Cl.C1([O:23][C:24](=O)[NH:25][CH2:26][C:27]2[CH:32]=[CH:31][C:30]([C:33]([CH3:36])([CH3:35])[CH3:34])=[CH:29][CH:28]=2)C=CC=CC=1. (6) The reactants are: Cl.[NH2:2][C@H:3]1[CH2:7][O:6][CH2:5][C@H:4]1[OH:8].CCN(C(C)C)C(C)C.[CH3:18][O:19][C:20]1[CH:28]=[CH:27][CH:26]=[C:25]([O:29][CH3:30])[C:21]=1[C:22](Cl)=[O:23]. Given the product [OH:8][C@H:4]1[CH2:5][O:6][CH2:7][C@H:3]1[NH:2][C:22](=[O:23])[C:21]1[C:25]([O:29][CH3:30])=[CH:26][CH:27]=[CH:28][C:20]=1[O:19][CH3:18], predict the reactants needed to synthesize it.